Regression. Given two drug SMILES strings and cell line genomic features, predict the synergy score measuring deviation from expected non-interaction effect. From a dataset of NCI-60 drug combinations with 297,098 pairs across 59 cell lines. (1) Drug 1: CC1=C2C(C(=O)C3(C(CC4C(C3C(C(C2(C)C)(CC1OC(=O)C(C(C5=CC=CC=C5)NC(=O)C6=CC=CC=C6)O)O)OC(=O)C7=CC=CC=C7)(CO4)OC(=O)C)O)C)OC(=O)C. Drug 2: C1=CN(C=N1)CC(O)(P(=O)(O)O)P(=O)(O)O. Cell line: COLO 205. Synergy scores: CSS=29.4, Synergy_ZIP=-0.346, Synergy_Bliss=-0.192, Synergy_Loewe=-33.3, Synergy_HSA=-1.16. (2) Drug 1: C1CN1P(=S)(N2CC2)N3CC3. Drug 2: C1CC(=O)NC(=O)C1N2C(=O)C3=CC=CC=C3C2=O. Cell line: HL-60(TB). Synergy scores: CSS=43.8, Synergy_ZIP=2.75, Synergy_Bliss=2.77, Synergy_Loewe=-26.5, Synergy_HSA=1.25. (3) Drug 1: CN1CCC(CC1)COC2=C(C=C3C(=C2)N=CN=C3NC4=C(C=C(C=C4)Br)F)OC. Drug 2: C1=NC2=C(N1)C(=S)N=C(N2)N. Cell line: NCI-H322M. Synergy scores: CSS=52.9, Synergy_ZIP=-3.29, Synergy_Bliss=-1.08, Synergy_Loewe=-0.630, Synergy_HSA=1.96. (4) Drug 1: C1=NC2=C(N=C(N=C2N1C3C(C(C(O3)CO)O)F)Cl)N. Drug 2: CC1C(C(CC(O1)OC2CC(CC3=C2C(=C4C(=C3O)C(=O)C5=CC=CC=C5C4=O)O)(C(=O)C)O)N)O. Cell line: OVCAR-5. Synergy scores: CSS=38.2, Synergy_ZIP=-7.59, Synergy_Bliss=-5.91, Synergy_Loewe=-12.3, Synergy_HSA=-1.45. (5) Drug 1: CCC1=C2CN3C(=CC4=C(C3=O)COC(=O)C4(CC)O)C2=NC5=C1C=C(C=C5)O. Drug 2: C1=CC=C(C(=C1)C(C2=CC=C(C=C2)Cl)C(Cl)Cl)Cl. Cell line: NCIH23. Synergy scores: CSS=15.7, Synergy_ZIP=-10.4, Synergy_Bliss=-7.93, Synergy_Loewe=-19.8, Synergy_HSA=-6.28. (6) Drug 1: C1CN(CCN1C(=O)CCBr)C(=O)CCBr. Drug 2: C1C(C(OC1N2C=NC(=NC2=O)N)CO)O. Cell line: RXF 393. Synergy scores: CSS=4.62, Synergy_ZIP=-3.61, Synergy_Bliss=-1.15, Synergy_Loewe=0.659, Synergy_HSA=0.608. (7) Drug 1: CC(C)(C#N)C1=CC(=CC(=C1)CN2C=NC=N2)C(C)(C)C#N. Drug 2: CC1=C(C(=O)C2=C(C1=O)N3CC4C(C3(C2COC(=O)N)OC)N4)N. Cell line: SN12C. Synergy scores: CSS=21.0, Synergy_ZIP=-2.38, Synergy_Bliss=3.78, Synergy_Loewe=-12.1, Synergy_HSA=-0.780.